This data is from Reaction yield outcomes from USPTO patents with 853,638 reactions. The task is: Predict the reaction yield, written as a fraction of the theoretical maximum amount of product (1.0 means a 100% yield; for example, 0.34 means a 34% yield). (1) The reactants are [OH:1][N:2]=[C:3]([Cl:12])[C@:4]1([CH3:11])[CH2:8][O:7][C:6]([CH3:10])([CH3:9])[O:5]1.[CH3:13][S:14](Cl)(=[O:16])=[O:15].C(N(CC)CC)C. The catalyst is CCOCC. The product is [CH3:10][C:6]1([CH3:9])[O:5][C@:4]([CH3:11])([C:3]([Cl:12])=[N:2][O:1][S:14]([CH3:13])(=[O:16])=[O:15])[CH2:8][O:7]1. The yield is 0.609. (2) The reactants are [N:1]1[CH:6]=[CH:5][N:4]=[CH:3][C:2]=1[NH2:7].Cl[CH2:9][CH:10]=O.C(=O)(O)[O-].[Na+]. The catalyst is C(=O)([O-])[O-].[K+].[K+]. The product is [N:7]1[CH:9]=[CH:10][N:1]2[CH:6]=[CH:5][N:4]=[CH:3][C:2]=12. The yield is 0.500. (3) The reactants are [CH:1]([C@@H:4]1[CH2:9][CH2:8][C@@H:7]([CH2:10]C)[CH2:6][C@H:5]1[O:12][C:13]1[CH:14]=[C:15]2[C:20](=[CH:21][CH:22]=1)[CH:19]=[C:18]([CH2:23][N:24]1[CH2:29][CH2:28][CH:27]([C:30]([O:32][CH2:33][CH3:34])=[O:31])[CH2:26][CH2:25]1)[CH:17]=[CH:16]2)([CH3:3])[CH3:2].C1([C@@H]2CC[C@H](OC3C=C4C(=CC=3)C=C(CN3CCC(C(OCC)=O)CC3)C=C4)CC2)C=CC=CC=1. No catalyst specified. The product is [CH:1]([C@@H:4]1[CH2:9][CH2:8][C@@H:7]([CH3:10])[CH2:6][C@H:5]1[O:12][C:13]1[CH:14]=[C:15]2[C:20](=[CH:21][CH:22]=1)[CH:19]=[C:18]([CH2:23][N:24]1[CH2:25][CH2:26][CH:27]([C:30]([O:32][CH2:33][CH3:34])=[O:31])[CH2:28][CH2:29]1)[CH:17]=[CH:16]2)([CH3:2])[CH3:3]. The yield is 0.380. (4) The reactants are [NH:1]1[CH:5]=[C:4]([C:6]2[C:7]3[CH:14]=[CH:13][N:12]([CH2:15][O:16][CH2:17][CH2:18][Si:19]([CH3:22])([CH3:21])[CH3:20])[C:8]=3[N:9]=[CH:10][N:11]=2)[CH:3]=[N:2]1.[C:23](#[N:31])[CH:24]=[CH:25][CH2:26][CH2:27][CH2:28][CH2:29][CH3:30].N12CCCN=C1CCCCC2.C(#N)C. No catalyst specified. The product is [CH3:20][Si:19]([CH3:22])([CH3:21])[CH2:18][CH2:17][O:16][CH2:15][N:12]1[C:8]2[N:9]=[CH:10][N:11]=[C:6]([C:4]3[CH:5]=[N:1][N:2]([CH:25]([CH2:26][CH2:27][CH2:28][CH2:29][CH3:30])[CH2:24][C:23]#[N:31])[CH:3]=3)[C:7]=2[CH:14]=[CH:13]1. The yield is 0.899.